Dataset: Peptide-MHC class I binding affinity with 185,985 pairs from IEDB/IMGT. Task: Regression. Given a peptide amino acid sequence and an MHC pseudo amino acid sequence, predict their binding affinity value. This is MHC class I binding data. (1) The peptide sequence is DLNKVIQFL. The MHC is HLA-A11:01 with pseudo-sequence HLA-A11:01. The binding affinity (normalized) is 0.0847. (2) The MHC is HLA-B15:17 with pseudo-sequence HLA-B15:17. The binding affinity (normalized) is 0.628. The peptide sequence is FVHTLLKTY. (3) The peptide sequence is IPRRIRQGL. The MHC is Mamu-A2201 with pseudo-sequence Mamu-A2201. The binding affinity (normalized) is 0. (4) The peptide sequence is KMGAFMYTK. The MHC is HLA-A68:01 with pseudo-sequence HLA-A68:01. The binding affinity (normalized) is 0.404. (5) The peptide sequence is YAMAIRQAI. The MHC is HLA-B58:01 with pseudo-sequence HLA-B58:01. The binding affinity (normalized) is 0.397. (6) The peptide sequence is ICGLRQLAN. The MHC is HLA-A24:02 with pseudo-sequence HLA-A24:02. The binding affinity (normalized) is 0.104. (7) The peptide sequence is SLSKRERQL. The MHC is HLA-B07:02 with pseudo-sequence HLA-B07:02. The binding affinity (normalized) is 0.